Dataset: Forward reaction prediction with 1.9M reactions from USPTO patents (1976-2016). Task: Predict the product of the given reaction. (1) Given the reactants CS(OCC)(=O)=O.C(#N)C.[Cl:11][C:12]1[CH:13]=[CH:14][C:15]([CH2:18][O:19][C:20]2[CH:25]=[CH:24][N:23]([C:26]3[CH:31]=[CH:30][C:29]([O:32][C@@H:33]4[CH2:37][CH2:36][N:35]([CH:38](C)[CH3:39])[CH2:34]4)=[CH:28][CH:27]=3)[C:22](=[O:41])[CH:21]=2)=[N:16][CH:17]=1, predict the reaction product. The product is: [Cl:11][C:12]1[CH:13]=[CH:14][C:15]([CH2:18][O:19][C:20]2[CH:25]=[CH:24][N:23]([C:26]3[CH:27]=[CH:28][C:29]([O:32][C@@H:33]4[CH2:37][CH2:36][N:35]([CH2:38][CH3:39])[CH2:34]4)=[CH:30][CH:31]=3)[C:22](=[O:41])[CH:21]=2)=[N:16][CH:17]=1. (2) Given the reactants [C:1]([O-])(=[O:3])C.[NH4+:5].CO[C@@H]1[C@@H](C(OC)=O)[C@@H]2[C@@H](CN3[C@H](C2)[C:17]2N[C:27]4[CH:32]=[C:31]([O:33]C)[CH:30]=[CH:29][C:28]=4[C:16]=2[CH2:15]C3)C[C@H]1OC(C1C=C(OC)C(OC)=C(OC)C=1)=O.[C:50](#N)C, predict the reaction product. The product is: [OH:33][C:31]1[CH:32]=[C:27]2[C:28]([C:16]([CH3:15])([CH3:17])[C:1](=[O:3])[N:5]2[CH3:50])=[CH:29][CH:30]=1. (3) Given the reactants Br[C:2]1[CH:7]=[CH:6][CH:5]=[CH:4][C:3]=1[O:8][CH:9]1[CH2:14][CH2:13][CH2:12][CH2:11][CH2:10]1.[NH:15]1[CH2:20][CH2:19][NH:18][CH2:17][CH2:16]1, predict the reaction product. The product is: [CH:9]1([O:8][C:3]2[CH:4]=[CH:5][CH:6]=[CH:7][C:2]=2[N:15]2[CH2:20][CH2:19][NH:18][CH2:17][CH2:16]2)[CH2:14][CH2:13][CH2:12][CH2:11][CH2:10]1. (4) The product is: [CH3:11][C:10]1[C:9]2[C:12]([CH2:16][CH3:17])=[CH:13][CH:14]=[CH:15][C:8]=2[O:7][C:6]=1[C:4]([OH:5])=[O:3]. Given the reactants C([O:3][C:4]([C:6]1[O:7][C:8]2[CH:15]=[CH:14][CH:13]=[C:12]([CH2:16][CH3:17])[C:9]=2[C:10]=1[CH3:11])=[O:5])C.[OH-].[Na+].Cl, predict the reaction product. (5) Given the reactants Cl[C:2]1[CH:15]=[C:14]([CH:16]([CH3:18])[CH3:17])[C:5]([C:6]([NH:8][CH2:9][CH:10]2[CH2:13][CH2:12][CH2:11]2)=[O:7])=[CH:4][N:3]=1.[CH3:19][C:20]1[CH:21]=[C:22]([NH2:26])[CH:23]=[CH:24][CH:25]=1, predict the reaction product. The product is: [CH:10]1([CH2:9][NH:8][C:6](=[O:7])[C:5]2[C:14]([CH:16]([CH3:18])[CH3:17])=[CH:15][C:2]([NH:26][C:22]3[CH:21]=[C:20]([CH3:19])[CH:25]=[CH:24][CH:23]=3)=[N:3][CH:4]=2)[CH2:13][CH2:12][CH2:11]1. (6) Given the reactants [CH:1]1([NH:7][C:8]2[N:13]=[CH:12][N:11]=[C:10]([C:14]([OH:16])=O)[CH:9]=2)[CH2:6][CH2:5][CH2:4][CH2:3][CH2:2]1.[NH2:17][C:18]1[CH:23]=[CH:22][C:21]([OH:24])=[C:20]([CH3:25])[C:19]=1[CH3:26], predict the reaction product. The product is: [CH:1]1([NH:7][C:8]2[N:13]=[CH:12][N:11]=[C:10]([C:14]([NH:17][C:18]3[CH:23]=[CH:22][C:21]([OH:24])=[C:20]([CH3:25])[C:19]=3[CH3:26])=[O:16])[CH:9]=2)[CH2:2][CH2:3][CH2:4][CH2:5][CH2:6]1. (7) Given the reactants [NH:1]([C:10]([O:12][C:13]([CH3:16])([CH3:15])[CH3:14])=[O:11])[C@H:2]([C:7]([OH:9])=O)[CH2:3][CH:4]([CH3:6])[CH3:5].C(O)(C(F)(F)F)=O.[NH2:24][C@H:25]([C:31]([OH:33])=[O:32])[CH2:26][CH2:27][C:28](=[O:30])[NH2:29].C1CCC(N=C=NC2CCCCC2)CC1.ON1C2C=CC=CC=2N=N1, predict the reaction product. The product is: [NH:1]([C:10]([O:12][C:13]([CH3:16])([CH3:15])[CH3:14])=[O:11])[C@H:2]([C:7]([NH:24][C@H:25]([C:31]([OH:33])=[O:32])[CH2:26][CH2:27][C:28](=[O:30])[NH2:29])=[O:9])[CH2:3][CH:4]([CH3:5])[CH3:6].